Dataset: Peptide-MHC class II binding affinity with 134,281 pairs from IEDB. Task: Regression. Given a peptide amino acid sequence and an MHC pseudo amino acid sequence, predict their binding affinity value. This is MHC class II binding data. (1) The peptide sequence is VPLEVKREACPGTSV. The MHC is DRB3_0101 with pseudo-sequence DRB3_0101. The binding affinity (normalized) is 0.225. (2) The peptide sequence is CRKELAAVSVDCSEY. The MHC is DRB1_0301 with pseudo-sequence DRB1_0301. The binding affinity (normalized) is 0.392. (3) The peptide sequence is EKKYFAATQFLPLAA. The binding affinity (normalized) is 0.938. The MHC is HLA-DPA10201-DPB10101 with pseudo-sequence HLA-DPA10201-DPB10101.